The task is: Predict the reactants needed to synthesize the given product.. This data is from Full USPTO retrosynthesis dataset with 1.9M reactions from patents (1976-2016). Given the product [C:9]([O:3][C:2](=[CH2:4])[C:1]([O:6][CH2:7][CH3:8])=[O:5])(=[O:11])[CH3:10], predict the reactants needed to synthesize it. The reactants are: [C:1]([O:6][CH2:7][CH3:8])(=[O:5])[C:2]([CH3:4])=[O:3].[C:9](OC(=O)C)(=[O:11])[CH3:10].